From a dataset of Merck oncology drug combination screen with 23,052 pairs across 39 cell lines. Regression. Given two drug SMILES strings and cell line genomic features, predict the synergy score measuring deviation from expected non-interaction effect. (1) Drug 1: O=S1(=O)NC2(CN1CC(F)(F)F)C1CCC2Cc2cc(C=CCN3CCC(C(F)(F)F)CC3)ccc2C1. Drug 2: CCC1(O)CC2CN(CCc3c([nH]c4ccccc34)C(C(=O)OC)(c3cc4c(cc3OC)N(C)C3C(O)(C(=O)OC)C(OC(C)=O)C5(CC)C=CCN6CCC43C65)C2)C1. Cell line: A375. Synergy scores: synergy=37.4. (2) Drug 1: CN(C)C(=N)N=C(N)N. Drug 2: CS(=O)(=O)CCNCc1ccc(-c2ccc3ncnc(Nc4ccc(OCc5cccc(F)c5)c(Cl)c4)c3c2)o1. Cell line: SW837. Synergy scores: synergy=15.4. (3) Drug 1: CCN(CC)CCNC(=O)c1c(C)[nH]c(C=C2C(=O)Nc3ccc(F)cc32)c1C. Drug 2: O=C(NOCC(O)CO)c1ccc(F)c(F)c1Nc1ccc(I)cc1F. Cell line: SW837. Synergy scores: synergy=4.38. (4) Drug 1: NC1(c2ccc(-c3nc4ccn5c(=O)[nH]nc5c4cc3-c3ccccc3)cc2)CCC1. Drug 2: COC1CC2CCC(C)C(O)(O2)C(=O)C(=O)N2CCCCC2C(=O)OC(C(C)CC2CCC(OP(C)(C)=O)C(OC)C2)CC(=O)C(C)C=C(C)C(O)C(OC)C(=O)C(C)CC(C)C=CC=CC=C1C. Cell line: OVCAR3. Synergy scores: synergy=22.4. (5) Drug 1: N.N.O=C(O)C1(C(=O)O)CCC1.[Pt]. Drug 2: C#Cc1cccc(Nc2ncnc3cc(OCCOC)c(OCCOC)cc23)c1. Cell line: UWB1289. Synergy scores: synergy=5.95. (6) Drug 1: CN1C(=O)C=CC2(C)C3CCC4(C)C(NC(=O)OCC(F)(F)F)CCC4C3CCC12. Drug 2: Cn1nnc2c(C(N)=O)ncn2c1=O. Cell line: HT144. Synergy scores: synergy=-38.1.